Dataset: Forward reaction prediction with 1.9M reactions from USPTO patents (1976-2016). Task: Predict the product of the given reaction. (1) Given the reactants [O:1]1[CH2:6][CH2:5][N:4]([C:7]2[C:8]3[N:9]([CH:13]=[C:14]([C:16](OCC)=[O:17])[N:15]=3)[N:10]=[CH:11][CH:12]=2)[CH2:3][CH2:2]1.[H-].[Al+3].[Li+].[H-].[H-].[H-].[NH4+].[Cl-].O, predict the reaction product. The product is: [O:1]1[CH2:2][CH2:3][N:4]([C:7]2[C:8]3[N:9]([CH:13]=[C:14]([CH2:16][OH:17])[N:15]=3)[N:10]=[CH:11][CH:12]=2)[CH2:5][CH2:6]1. (2) Given the reactants C([O:7][CH2:8][C@@H:9]([O:27][C:28]([CH3:31])([CH3:30])[CH3:29])[C:10]1[C:18]([CH3:19])=[CH:17][C:13]2[N:14]=[CH:15][S:16][C:12]=2[C:11]=1[C:20]1[CH:25]=[CH:24][C:23]([Cl:26])=[CH:22][CH:21]=1)(=O)C(C)(C)C.[OH-].[Na+], predict the reaction product. The product is: [C:28]([O:27][C@@H:9]([C:10]1[C:18]([CH3:19])=[CH:17][C:13]2[N:14]=[CH:15][S:16][C:12]=2[C:11]=1[C:20]1[CH:21]=[CH:22][C:23]([Cl:26])=[CH:24][CH:25]=1)[CH2:8][OH:7])([CH3:31])([CH3:29])[CH3:30]. (3) Given the reactants [O:1]1[C:5]2([CH2:9][CH2:8][CH:7]([OH:10])[CH2:6]2)[O:4][CH2:3][CH2:2]1.[H-].[Na+].Cl[CH2:14][C:15]1[C:16]([C:23]2[C:28]([Cl:29])=[CH:27][CH:26]=[CH:25][C:24]=2[Cl:30])=[N:17][O:18][C:19]=1[CH:20]1[CH2:22][CH2:21]1, predict the reaction product. The product is: [O:1]1[C:5]2([CH2:9][CH2:8][CH:7]([O:10][CH2:14][C:15]3[C:16]([C:23]4[C:24]([Cl:30])=[CH:25][CH:26]=[CH:27][C:28]=4[Cl:29])=[N:17][O:18][C:19]=3[CH:20]3[CH2:22][CH2:21]3)[CH2:6]2)[O:4][CH2:3][CH2:2]1. (4) Given the reactants Cl[C:2]1[CH:3]=[CH:4][C:5]2[N:6]([C:8]([C:11]3[O:19][C:18]4[CH:17]=[CH:16][N:15]=[C:14]([O:20][CH3:21])[C:13]=4[CH:12]=3)=[CH:9][N:10]=2)[N:7]=1.[NH2:22][CH2:23][C@H:24]([C:26]1[CH:31]=[CH:30][CH:29]=[CH:28][CH:27]=1)[OH:25].C(N(C(C)C)C(C)C)C, predict the reaction product. The product is: [CH3:21][O:20][C:14]1[C:13]2[CH:12]=[C:11]([C:8]3[N:6]4[N:7]=[C:2]([NH:22][CH2:23][C@H:24]([C:26]5[CH:31]=[CH:30][CH:29]=[CH:28][CH:27]=5)[OH:25])[CH:3]=[CH:4][C:5]4=[N:10][CH:9]=3)[O:19][C:18]=2[CH:17]=[CH:16][N:15]=1.